From a dataset of Retrosynthesis with 50K atom-mapped reactions and 10 reaction types from USPTO. Predict the reactants needed to synthesize the given product. (1) Given the product CNCCc1cccc(Br)c1, predict the reactants needed to synthesize it. The reactants are: CNC(=O)Cc1cccc(Br)c1. (2) Given the product COC(=O)C(CC(C)C)c1cc(Oc2cc(F)cc(F)c2)cc(-c2ccc(C(F)(F)F)cc2)c1, predict the reactants needed to synthesize it. The reactants are: COC(=O)C(CC(C)C)c1cc(O)cc(-c2ccc(C(F)(F)F)cc2)c1.OB(O)c1cc(F)cc(F)c1. (3) Given the product O=C1C[C@H]2CN(c3ccc(OCC(F)(F)F)cc3)C(=O)N2C1, predict the reactants needed to synthesize it. The reactants are: O=C1N(c2ccc(OCC(F)(F)F)cc2)CC2C[C@H](O)CN12. (4) The reactants are: COc1ccc(Oc2ccc3c(C(=O)Cl)cccc3c2)cn1.Nc1ccc(F)c(Cl)c1. Given the product COc1ccc(Oc2ccc3c(C(=O)Nc4ccc(F)c(Cl)c4)cccc3c2)cn1, predict the reactants needed to synthesize it. (5) Given the product CCC(C)(C)Cc1cn(S(=O)(=O)N(C)C)c(C(O)Cc2ccc(Br)cc2)n1, predict the reactants needed to synthesize it. The reactants are: CCC(C)(C)Cc1cn(S(=O)(=O)N(C)C)c(C(=O)Cc2ccc(Br)cc2)n1. (6) The reactants are: NCCCCCC(=O)O.O=C(OC(=O)C(F)(F)F)C(F)(F)F. Given the product O=C(O)CCCCCNC(=O)C(F)(F)F, predict the reactants needed to synthesize it. (7) Given the product CC(C)(C(=O)NCC1CC1)c1ccc(S(=O)(=O)/C=C/C#N)cc1, predict the reactants needed to synthesize it. The reactants are: CC(C)(C(=O)O)c1ccc(S(=O)(=O)/C=C/C#N)cc1.NCC1CC1. (8) Given the product CCOC1(c2ccc(C#Cc3ccc(C(=O)O)cc3)cc2C(C)(C)C)CC1, predict the reactants needed to synthesize it. The reactants are: CCOC(=O)c1ccc(C#Cc2ccc(C3(OCC)CC3)c(C(C)(C)C)c2)cc1. (9) Given the product CCS(=O)(=O)N1CCC(c2c[nH]c3c(C(N)=O)cc(-c4cccc(CN)c4)cc23)CC1, predict the reactants needed to synthesize it. The reactants are: CC1(C)OB(c2cccc(CN)c2)OC1(C)C.CCS(=O)(=O)N1CCC(c2c[nH]c3c(C(N)=O)cc(Br)cc23)CC1. (10) Given the product O=C(Nc1c(F)cccc1F)c1ccn(Cc2ccccc2Br)n1, predict the reactants needed to synthesize it. The reactants are: BrCc1ccccc1Br.O=C(Nc1c(F)cccc1F)c1cc[nH]n1.